From a dataset of Forward reaction prediction with 1.9M reactions from USPTO patents (1976-2016). Predict the product of the given reaction. Given the reactants [Cl:1][C:2]1[CH:10]=[C:9]2[C:5]([C:6]([CH2:14][CH2:15][CH2:16][O:17][C:18]3[CH:23]=[C:22]([CH3:24])[C:21]([Cl:25])=[C:20]([CH3:26])[CH:19]=3)=[C:7]([C:11]([OH:13])=O)[NH:8]2)=[CH:4][CH:3]=1.[Br:27][C:28]1[CH:29]=[C:30]([S:34]([NH2:37])(=[O:36])=[O:35])[CH:31]=[CH:32][CH:33]=1, predict the reaction product. The product is: [Br:27][C:28]1[CH:29]=[C:30]([S:34]([NH:37][C:11]([C:7]2[NH:8][C:9]3[C:5]([C:6]=2[CH2:14][CH2:15][CH2:16][O:17][C:18]2[CH:19]=[C:20]([CH3:26])[C:21]([Cl:25])=[C:22]([CH3:24])[CH:23]=2)=[CH:4][CH:3]=[C:2]([Cl:1])[CH:10]=3)=[O:13])(=[O:35])=[O:36])[CH:31]=[CH:32][CH:33]=1.